This data is from Reaction yield outcomes from USPTO patents with 853,638 reactions. The task is: Predict the reaction yield, written as a fraction of the theoretical maximum amount of product (1.0 means a 100% yield; for example, 0.34 means a 34% yield). (1) The reactants are Cl[CH2:2][C:3]([C:5]1[CH:6]=[C:7]2[C:12](=[CH:13][CH:14]=1)[NH:11][C:10](=[O:15])[CH2:9][CH2:8]2)=[O:4].[OH:16][C:17]1([C:23]2[S:24][C:25]([CH3:28])=[CH:26][CH:27]=2)[CH2:22][CH2:21][NH:20][CH2:19][CH2:18]1.C(N(CC)CC)C. The catalyst is CN(C=O)C. The product is [OH:16][C:17]1([C:23]2[S:24][C:25]([CH3:28])=[CH:26][CH:27]=2)[CH2:18][CH2:19][N:20]([CH2:2][C:3]([C:5]2[CH:6]=[C:7]3[C:12](=[CH:13][CH:14]=2)[NH:11][C:10](=[O:15])[CH2:9][CH2:8]3)=[O:4])[CH2:21][CH2:22]1. The yield is 0.446. (2) The reactants are C(OC(=O)[CH2:5][C@H:6]1[CH2:11][CH2:10][C@H:9]([CH2:12][NH:13][CH2:14][CH3:15])[CH2:8][CH2:7]1)C.[H-].[Al+3].[Li+].[H-].[H-].[H-].O.S([O-])([O-])(=O)=[O:25].[Na+].[Na+]. The catalyst is C1COCC1. The product is [CH2:14]([NH:13][CH2:12][C@H:9]1[CH2:10][CH2:11][C@H:6]([CH2:5][OH:25])[CH2:7][CH2:8]1)[CH3:15]. The yield is 0.890.